This data is from Catalyst prediction with 721,799 reactions and 888 catalyst types from USPTO. The task is: Predict which catalyst facilitates the given reaction. Reactant: [CH3:1][C:2]1[CH:10]=[CH:9][C:5]([C:6]([OH:8])=[O:7])=[CH:4][CH:3]=1.[N:11](=[C:13]1[CH2:18][CH2:17][C@H:16]2[C@H:19]3[C@H:29]([CH2:30][CH2:31][C@:14]12[CH3:15])[C@:27]1([CH3:28])[C:22]([CH2:23][C@@H:24](O)[CH2:25][CH2:26]1)=[CH:21][CH2:20]3)[OH:12].C1(N=C=NC2CCCCC2)CCCCC1. Product: [CH3:1][C:2]1[CH:10]=[CH:9][C:5]([C:6]([O:8][C@H:24]2[CH2:25][CH2:26][C@@:27]3([CH3:28])[C:22](=[CH:21][CH2:20][C@@H:19]4[C@@H:29]3[CH2:30][CH2:31][C@@:14]3([CH3:15])[C@H:16]4[CH2:17][CH2:18][C:13]3=[N:11][OH:12])[CH2:23]2)=[O:7])=[CH:4][CH:3]=1. The catalyst class is: 4.